This data is from Reaction yield outcomes from USPTO patents with 853,638 reactions. The task is: Predict the reaction yield, written as a fraction of the theoretical maximum amount of product (1.0 means a 100% yield; for example, 0.34 means a 34% yield). (1) No catalyst specified. The reactants are Br[C:2]1[N:7]=[N:6][C:5]([NH2:8])=[N:4][C:3]=1[C:9]1[CH:14]=[CH:13][CH:12]=[CH:11][CH:10]=1.[F:15][C:16]1[CH:17]=[C:18](B(O)O)[CH:19]=[CH:20][CH:21]=1. The product is [F:15][C:16]1[CH:21]=[C:20]([C:2]2[N:7]=[N:6][C:5]([NH2:8])=[N:4][C:3]=2[C:9]2[CH:14]=[CH:13][CH:12]=[CH:11][CH:10]=2)[CH:19]=[CH:18][CH:17]=1. The yield is 0.620. (2) The reactants are C[O:2][C:3]1[CH:8]=[CH:7][C:6]([C:9]2[O:10][C:11]([CH3:29])=[C:12]([C:14]([N:16]([CH2:24][C:25]([O:27]C)=[O:26])[CH2:17][C:18]3[CH:23]=[CH:22][CH:21]=[CH:20][N:19]=3)=[O:15])[N:13]=2)=[CH:5][CH:4]=1.B(Br)(Br)Br. The catalyst is ClCCl. The product is [OH:2][C:3]1[CH:4]=[CH:5][C:6]([C:9]2[O:10][C:11]([CH3:29])=[C:12]([C:14]([N:16]([CH2:24][C:25]([OH:27])=[O:26])[CH2:17][C:18]3[CH:23]=[CH:22][CH:21]=[CH:20][N:19]=3)=[O:15])[N:13]=2)=[CH:7][CH:8]=1. The yield is 0.210.